Regression. Given a peptide amino acid sequence and an MHC pseudo amino acid sequence, predict their binding affinity value. This is MHC class I binding data. From a dataset of Peptide-MHC class I binding affinity with 185,985 pairs from IEDB/IMGT. (1) The peptide sequence is KVMVICYAY. The MHC is HLA-A26:01 with pseudo-sequence HLA-A26:01. The binding affinity (normalized) is 0.0847. (2) The peptide sequence is LSYEPDNIV. The MHC is HLA-B51:01 with pseudo-sequence HLA-B51:01. The binding affinity (normalized) is 0.0847. (3) The peptide sequence is SEYRHYCYSL. The MHC is H-2-Kk with pseudo-sequence H-2-Kk. The binding affinity (normalized) is 0.505. (4) The peptide sequence is ATAAAAAAK. The MHC is HLA-A01:01 with pseudo-sequence HLA-A01:01. The binding affinity (normalized) is 0.149. (5) The peptide sequence is TVRPGNKGY. The binding affinity (normalized) is 0.0847. The MHC is HLA-B27:05 with pseudo-sequence HLA-B27:05. (6) The peptide sequence is RVFPTAFEF. The MHC is Mamu-B52 with pseudo-sequence Mamu-B52. The binding affinity (normalized) is 0.624.